Task: Predict the product of the given reaction.. Dataset: Forward reaction prediction with 1.9M reactions from USPTO patents (1976-2016) (1) Given the reactants [CH3:1][S:2]([CH:5]1[CH2:10][CH2:9][N:8](C(OC(C)(C)C)=O)[CH2:7][CH2:6]1)(=[O:4])=[O:3].Cl, predict the reaction product. The product is: [CH3:1][S:2]([CH:5]1[CH2:10][CH2:9][NH:8][CH2:7][CH2:6]1)(=[O:4])=[O:3]. (2) Given the reactants [C:1]([C:3]1[C:8]([NH:9][C:10]2[S:14][N:13]=[C:12]([CH3:15])[CH:11]=2)=[CH:7][C:6]([NH:16][C@H:17]([CH:21]2[CH2:23][CH2:22]2)[C:18]([NH2:20])=[O:19])=[C:5]([F:24])[CH:4]=1)#[N:2].[OH-].[Na+].OO.CC(O)=[O:31], predict the reaction product. The product is: [NH2:20][C:18](=[O:19])[C@H:17]([NH:16][C:6]1[C:5]([F:24])=[CH:4][C:3]([C:1]([NH2:2])=[O:31])=[C:8]([NH:9][C:10]2[S:14][N:13]=[C:12]([CH3:15])[CH:11]=2)[CH:7]=1)[CH:21]1[CH2:22][CH2:23]1. (3) Given the reactants Cl[C:2]1[N:6]([CH3:7])[N:5]=[CH:4][C:3]=1[N+:8]([O-:10])=[O:9].[CH3:11][NH:12][CH:13]1[CH2:18][CH2:17][N:16]([C:19]([O:21][C:22]([CH3:25])([CH3:24])[CH3:23])=[O:20])[CH2:15][CH2:14]1, predict the reaction product. The product is: [CH3:11][N:12]([C:2]1[N:6]([CH3:7])[N:5]=[CH:4][C:3]=1[N+:8]([O-:10])=[O:9])[CH:13]1[CH2:18][CH2:17][N:16]([C:19]([O:21][C:22]([CH3:25])([CH3:24])[CH3:23])=[O:20])[CH2:15][CH2:14]1. (4) Given the reactants Br[CH2:2][C:3]1[CH:8]=[CH:7][C:6]([NH:9][C:10](=[O:15])[C:11]([F:14])([F:13])[F:12])=[CH:5][C:4]=1[C:16]([F:19])([F:18])[F:17].[CH2:20]([O:27][C:28]([N:30]1[CH2:35][CH2:34][NH:33][CH2:32][CH2:31]1)=[O:29])[C:21]1[CH:26]=[CH:25][CH:24]=[CH:23][CH:22]=1, predict the reaction product. The product is: [CH2:20]([O:27][C:28]([N:30]1[CH2:35][CH2:34][N:33]([CH2:2][C:3]2[CH:8]=[CH:7][C:6]([NH:9][C:10](=[O:15])[C:11]([F:14])([F:13])[F:12])=[CH:5][C:4]=2[C:16]([F:19])([F:18])[F:17])[CH2:32][CH2:31]1)=[O:29])[C:21]1[CH:26]=[CH:25][CH:24]=[CH:23][CH:22]=1. (5) Given the reactants [CH3:1][C:2]1[N:3]=[C:4]([NH:7][C:8]2[N:13]=[CH:12][C:11]([S:14]CCC(OC)=O)=[CH:10][C:9]=2[O:21][C:22]2[CH:27]=[CH:26][CH:25]=[CH:24][CH:23]=2)[S:5][CH:6]=1.[Cl:28][CH2:29][C:30]1[CH:35]=[CH:34][CH:33]=[C:32]([O:36][CH3:37])[CH:31]=1, predict the reaction product. The product is: [ClH:28].[CH3:37][O:36][C:32]1[CH:31]=[C:30]([CH:35]=[CH:34][CH:33]=1)[CH2:29][S:14][C:11]1[CH:10]=[C:9]([O:21][C:22]2[CH:27]=[CH:26][CH:25]=[CH:24][CH:23]=2)[C:8]([NH:7][C:4]2[S:5][CH:6]=[C:2]([CH3:1])[N:3]=2)=[N:13][CH:12]=1. (6) Given the reactants [CH:1]1[CH:2]=[CH:3][C:4]([O:7][C:8]2[C:9]([N:21]3[CH2:25][CH2:24][CH2:23][CH2:22]3)=[CH:10][C:11]([C:18]([OH:20])=[O:19])=[CH:12][C:13]=2[S:14]([NH2:17])(=[O:16])=[O:15])=[CH:5][CH:6]=1.[OH-].[CH2:27]([N+:43]([CH3:46])([CH3:45])[CH3:44])[CH2:28][CH2:29][CH2:30][CH2:31][CH2:32][CH2:33][CH2:34][CH2:35][CH2:36][CH2:37][CH2:38][CH2:39][CH2:40][CH2:41][CH3:42], predict the reaction product. The product is: [NH2:17][S:14]([C:13]1[CH:12]=[C:11]([CH:10]=[C:9]([N:21]2[CH2:25][CH2:24][CH2:23][CH2:22]2)[C:8]=1[O:7][C:4]1[CH:5]=[CH:6][CH:1]=[CH:2][CH:3]=1)[C:18]([O-:20])=[O:19])(=[O:16])=[O:15].[CH2:27]([N+:43]([CH3:46])([CH3:44])[CH3:45])[CH2:28][CH2:29][CH2:30][CH2:31][CH2:32][CH2:33][CH2:34][CH2:35][CH2:36][CH2:37][CH2:38][CH2:39][CH2:40][CH2:41][CH3:42]. (7) Given the reactants Br[C:2]1[CH:10]=[C:9]2[C:5]([CH:6]=[CH:7][NH:8]2)=[CH:4][CH:3]=1.[H-].[K+].C([Li])(C)(C)C.[B:18](OCCCC)([O:24]CCCC)[O:19]CCCC.Cl, predict the reaction product. The product is: [NH:8]1[C:9]2[C:5](=[CH:4][CH:3]=[C:2]([B:18]([OH:24])[OH:19])[CH:10]=2)[CH:6]=[CH:7]1. (8) Given the reactants [CH2:1]([C:3]1[C:8]([CH2:9][OH:10])=[CH:7][CH:6]=[CH:5][C:4]=1[NH:11][C:12]1[C:21]2[C:16](=[CH:17][C:18]([OH:24])=[C:19]([O:22][CH3:23])[CH:20]=2)[N:15]=[CH:14][C:13]=1[C:25]([NH2:27])=[O:26])[CH3:2].CS(O[CH:33]1[CH2:38][CH2:37][N:36]([C:39]([O:41][C:42]([CH3:45])([CH3:44])[CH3:43])=[O:40])[CH2:35][CH2:34]1)(=O)=O.C(=O)([O-])[O-].[Cs+].[Cs+], predict the reaction product. The product is: [NH2:27][C:25]([C:13]1[CH:14]=[N:15][C:16]2[C:21]([C:12]=1[NH:11][C:4]1[CH:5]=[CH:6][CH:7]=[C:8]([CH2:9][OH:10])[C:3]=1[CH2:1][CH3:2])=[CH:20][C:19]([O:22][CH3:23])=[C:18]([O:24][CH:33]1[CH2:38][CH2:37][N:36]([C:39]([O:41][C:42]([CH3:45])([CH3:44])[CH3:43])=[O:40])[CH2:35][CH2:34]1)[CH:17]=2)=[O:26]. (9) Given the reactants [N:1]1[CH:6]=[CH:5][CH:4]=[CH:3][C:2]=1[C:7]([O:9]CC)=O.O.[NH2:13][NH2:14].C(OCC)C, predict the reaction product. The product is: [N:1]1[CH:6]=[CH:5][CH:4]=[CH:3][C:2]=1[C:7]([NH:13][NH2:14])=[O:9].